Dataset: Forward reaction prediction with 1.9M reactions from USPTO patents (1976-2016). Task: Predict the product of the given reaction. (1) The product is: [OH:7][C:6]1[CH:5]=[C:4]2[C:3](=[CH:2][CH:1]=1)[NH:10][CH:9]=[C:8]2[CH2:11][CH2:12][NH:13][C:21](=[O:22])[O:23][C:24]([CH3:27])([CH3:26])[CH3:25]. Given the reactants [CH:1]1[C:6]([OH:7])=[CH:5][C:4]2[C:8]([CH2:11][CH2:12][NH2:13])=[CH:9][NH:10][C:3]=2[CH:2]=1.Cl.C(=O)([O-])[O-].[K+].[K+].[C:21](O[C:21]([O:23][C:24]([CH3:27])([CH3:26])[CH3:25])=[O:22])([O:23][C:24]([CH3:27])([CH3:26])[CH3:25])=[O:22], predict the reaction product. (2) Given the reactants [CH3:1][O:2][C:3]1[CH:4]=[C:5]2[C:10](=[CH:11][C:12]=1[O:13][CH3:14])[N:9]=[CH:8][N:7]=[C:6]2[O:15][C:16]1[CH:17]=[C:18]([CH:20]=[CH:21][CH:22]=1)[NH2:19].C(N(CC)C(C)C)(C)C.[CH3:32][O:33][CH2:34][CH2:35][O:36][C:37]1[CH:38]=[C:39]([NH:47][C:48](=O)[O:49]C2C=CC=CC=2)[CH:40]=[CH:41][C:42]=1[C:43]([F:46])([F:45])[F:44], predict the reaction product. The product is: [CH3:1][O:2][C:3]1[CH:4]=[C:5]2[C:10](=[CH:11][C:12]=1[O:13][CH3:14])[N:9]=[CH:8][N:7]=[C:6]2[O:15][C:16]1[CH:17]=[C:18]([NH:19][C:48]([NH:47][C:39]2[CH:40]=[CH:41][C:42]([C:43]([F:45])([F:46])[F:44])=[C:37]([O:36][CH2:35][CH2:34][O:33][CH3:32])[CH:38]=2)=[O:49])[CH:20]=[CH:21][CH:22]=1.